This data is from Full USPTO retrosynthesis dataset with 1.9M reactions from patents (1976-2016). The task is: Predict the reactants needed to synthesize the given product. (1) The reactants are: [NH2:1][C:2]1[C:3]([CH3:13])=[C:4]([CH:9]=[C:10]([Br:12])[CH:11]=1)[C:5]([O:7][CH3:8])=[O:6].[O:14]1[CH2:19][CH2:18][C:17](=O)[CH2:16][CH2:15]1.C(O)(=O)C.C(O[BH-](OC(=O)C)OC(=O)C)(=O)C.[Na+].C([O-])(O)=O.[Na+]. Given the product [Br:12][C:10]1[CH:11]=[C:2]([NH:1][CH:17]2[CH2:18][CH2:19][O:14][CH2:15][CH2:16]2)[C:3]([CH3:13])=[C:4]([CH:9]=1)[C:5]([O:7][CH3:8])=[O:6], predict the reactants needed to synthesize it. (2) Given the product [CH:2]1([NH:5][C:6]([NH:8][C:9]2[CH:14]=[CH:13][C:12]([C:15]3[N:16]=[C:17]([N:24]4[CH2:29][CH2:28][O:27][CH2:26][C@@H:25]4[CH3:30])[C:18]4[CH2:23][N:22]([S:40]([CH3:39])(=[O:42])=[O:41])[CH2:21][C:19]=4[N:20]=3)=[C:11]([F:31])[CH:10]=2)=[O:7])[CH2:3][CH2:4]1, predict the reactants needed to synthesize it. The reactants are: Cl.[CH:2]1([NH:5][C:6]([NH:8][C:9]2[CH:14]=[CH:13][C:12]([C:15]3[N:16]=[C:17]([N:24]4[CH2:29][CH2:28][O:27][CH2:26][C@@H:25]4[CH3:30])[C:18]4[CH2:23][NH:22][CH2:21][C:19]=4[N:20]=3)=[C:11]([F:31])[CH:10]=2)=[O:7])[CH2:4][CH2:3]1.CCN(CC)CC.[CH3:39][S:40](Cl)(=[O:42])=[O:41]. (3) Given the product [C:1]([NH:4][CH2:5][CH2:6][CH2:7][S:8]([O:11][CH2:12][C:13]([CH3:29])([CH3:28])[C@@H:14]([PH:30]([O:32][C:33]1[CH:38]=[CH:37][CH:36]=[CH:35][CH:34]=1)=[O:31])[C:15]([O:17][CH2:18][CH2:19][O:20][C:21]([O:23][CH:24]([CH3:26])[CH3:25])=[O:22])=[O:16])(=[O:10])=[O:9])(=[O:3])[CH3:2], predict the reactants needed to synthesize it. The reactants are: [C:1]([NH:4][CH2:5][CH2:6][CH2:7][S:8]([O:11][CH2:12][C:13]([CH3:29])([CH3:28])[C@@H:14](O)[C:15]([O:17][CH2:18][CH2:19][O:20][C:21]([O:23][CH:24]([CH3:26])[CH3:25])=[O:22])=[O:16])(=[O:10])=[O:9])(=[O:3])[CH3:2].[P:30](Cl)(OC1C=CC=CC=1)([O:32][C:33]1[CH:38]=[CH:37][CH:36]=[CH:35][CH:34]=1)=[O:31].C(N(CC)CC)C. (4) Given the product [ClH:45].[C:15]([NH:1][CH:2]1[CH2:3][CH2:4][NH:5][CH2:6][CH2:7]1)(=[O:22])[C:16]1[CH:21]=[CH:20][CH:19]=[CH:18][CH:17]=1, predict the reactants needed to synthesize it. The reactants are: [NH2:1][CH:2]1[CH2:7][CH2:6][N:5](C(OC(C)(C)C)=O)[CH2:4][CH2:3]1.[C:15](O)(=[O:22])[C:16]1[CH:21]=[CH:20][CH:19]=[CH:18][CH:17]=1.C(N=C=NCCCN(C)C)C.ON1C2C=CC=CC=2N=N1.[ClH:45]. (5) Given the product [NH:33]1[C:34]2[C:39](=[CH:38][CH:37]=[CH:36][CH:35]=2)[C:31]([N:25]2[CH2:26][CH2:27][N:28]([CH2:8][CH2:9][CH2:10][C:11]3[CH:12]=[C:13]4[C:18](=[CH:19][CH:20]=3)[NH:17][C:16](=[O:21])[C:15]([CH3:23])([CH3:22])[CH2:14]4)[CH2:29][CH2:30]2)=[N:32]1, predict the reactants needed to synthesize it. The reactants are: C(=O)([O-])[O-].[Na+].[Na+].Cl[CH2:8][CH2:9][CH2:10][C:11]1[CH:12]=[C:13]2[C:18](=[CH:19][CH:20]=1)[NH:17][C:16](=[O:21])[C:15]([CH3:23])([CH3:22])[CH2:14]2.Cl.[N:25]1([C:31]2[C:39]3[C:34](=[CH:35][CH:36]=[CH:37][CH:38]=3)[NH:33][N:32]=2)[CH2:30][CH2:29][NH:28][CH2:27][CH2:26]1. (6) Given the product [F:5][C:6]1[CH:7]=[C:8](/[CH:9]=[CH:25]/[N+:22]([O-:24])=[O:23])[CH:11]=[CH:12][C:13]=1[O:14][CH2:15][C:16]1[CH:21]=[CH:20][CH:19]=[CH:18][N:17]=1, predict the reactants needed to synthesize it. The reactants are: C(O)(=O)C.[F:5][C:6]1[CH:7]=[C:8]([CH:11]=[CH:12][C:13]=1[O:14][CH2:15][C:16]1[CH:21]=[CH:20][CH:19]=[CH:18][N:17]=1)[CH:9]=O.[N+:22]([CH3:25])([O-:24])=[O:23].C([O-])(=O)C.[NH4+].